Predict which catalyst facilitates the given reaction. From a dataset of Catalyst prediction with 721,799 reactions and 888 catalyst types from USPTO. (1) Reactant: [OH:1][C:2]1[CH:10]=[CH:9][C:8]([C:11]2[N:12]([C:27]([O:29][C:30]([CH3:33])([CH3:32])[CH3:31])=[O:28])[C:13]3[C:18]([CH:19]=2)=[CH:17][C:16]([CH2:20][N:21]2[CH2:26][CH2:25][CH2:24][CH2:23][CH2:22]2)=[CH:15][CH:14]=3)=[C:7]2[C:3]=1[CH2:4][NH:5][C:6]2=[O:34].C(N(CC)CC)C.[C:42]([C:44]1[CH:49]=[CH:48][CH:47]=[CH:46][C:45]=1[S:50](Cl)(=[O:52])=[O:51])#[N:43]. Product: [C:42]([C:44]1[CH:49]=[CH:48][CH:47]=[CH:46][C:45]=1[S:50]([O:1][C:2]1[CH:10]=[CH:9][C:8]([C:11]2[N:12]([C:27]([O:29][C:30]([CH3:31])([CH3:33])[CH3:32])=[O:28])[C:13]3[C:18]([CH:19]=2)=[CH:17][C:16]([CH2:20][N:21]2[CH2:26][CH2:25][CH2:24][CH2:23][CH2:22]2)=[CH:15][CH:14]=3)=[C:7]2[C:3]=1[CH2:4][NH:5][C:6]2=[O:34])(=[O:52])=[O:51])#[N:43]. The catalyst class is: 10. (2) Reactant: [C:1]([N:8]1[CH2:12][CH2:11][C:10](=O)[CH2:9]1)([O:3][C:4]([CH3:7])([CH3:6])[CH3:5])=[O:2].C[Si]([N-][Si](C)(C)C)(C)C.[Li+].FC(F)(F)S(N(C1C=CC(Cl)=CN=1)S(C(F)(F)F)(=O)=O)(=O)=O.[CH2:46]([O:48][C:49]([C:51]1[CH:56]=[CH:55][C:54](B(O)O)=[CH:53][CH:52]=1)=[O:50])[CH3:47].C(=O)([O-])[O-].[Na+].[Na+]. Product: [CH2:46]([O:48][C:49]([C:51]1[CH:56]=[CH:55][C:54]([C:10]2[CH2:9][N:8]([C:1]([O:3][C:4]([CH3:7])([CH3:6])[CH3:5])=[O:2])[CH2:12][CH:11]=2)=[CH:53][CH:52]=1)=[O:50])[CH3:47]. The catalyst class is: 577. (3) Reactant: C([O:4][C@H:5]1[C@H:10]([O:11]C(=O)C)[C@@H:9]([O:15]C(=O)C)[C@H:8]([C:19]2[CH:24]=[C:23]([CH2:25][C:26]3[CH:31]=[CH:30][C:29]([O:32][CH2:33][CH3:34])=[CH:28][CH:27]=3)[C:22]([Cl:35])=[CH:21][C:20]=2[CH2:36][O:37][CH2:38][C:39]#[CH:40])[O:7][C@@H:6]1[CH2:41][O:42]C(=O)C)(=O)C.O[Li].O. Product: [Cl:35][C:22]1[C:23]([CH2:25][C:26]2[CH:27]=[CH:28][C:29]([O:32][CH2:33][CH3:34])=[CH:30][CH:31]=2)=[CH:24][C:19]([C@H:8]2[C@H:9]([OH:15])[C@@H:10]([OH:11])[C@H:5]([OH:4])[C@@H:6]([CH2:41][OH:42])[O:7]2)=[C:20]([CH2:36][O:37][CH2:38][C:39]#[CH:40])[CH:21]=1. The catalyst class is: 87. (4) Reactant: [NH2:1][C:2]1[CH:3]=[CH:4][C:5]([Cl:11])=[C:6]([CH:10]=1)[C:7]([OH:9])=[O:8].[C:12]([C:14]1[CH:22]=[CH:21][C:17]([C:18](Cl)=[O:19])=[CH:16][CH:15]=1)#[N:13]. Product: [Cl:11][C:5]1[CH:4]=[CH:3][C:2]([NH:1][C:18](=[O:19])[C:17]2[CH:21]=[CH:22][C:14]([C:12]#[N:13])=[CH:15][CH:16]=2)=[CH:10][C:6]=1[C:7]([OH:9])=[O:8]. The catalyst class is: 1. (5) Reactant: [C:1]1([S:7][C:8]2[CH:9]=[C:10]3[C:16]([C:17]4[CH:18]=[N:19][NH:20][CH:21]=4)=[CH:15][NH:14][C:11]3=[N:12][CH:13]=2)[CH:6]=[CH:5][CH:4]=[CH:3][CH:2]=1.[OH:22]O. Product: [C:1]1([S:7]([C:8]2[CH:9]=[C:10]3[C:16]([C:17]4[CH:21]=[N:20][NH:19][CH:18]=4)=[CH:15][NH:14][C:11]3=[N:12][CH:13]=2)=[O:22])[CH:2]=[CH:3][CH:4]=[CH:5][CH:6]=1. The catalyst class is: 15. (6) Reactant: [C:1]1([C@H:7]([NH:9][C@H:10]([CH3:32])[CH2:11][C:12]2[CH:13]=[C:14]3[C:18](=[CH:19][CH:20]=2)[N:17](C(OC(C)(C)C)=O)[C:16]([C:28]([O:30][CH3:31])=[O:29])=[CH:15]3)[CH3:8])[CH:6]=[CH:5][CH:4]=[CH:3][CH:2]=1.Cl. Product: [C:1]1([C@H:7]([NH:9][C@H:10]([CH3:32])[CH2:11][C:12]2[CH:13]=[C:14]3[C:18](=[CH:19][CH:20]=2)[NH:17][C:16]([C:28]([O:30][CH3:31])=[O:29])=[CH:15]3)[CH3:8])[CH:2]=[CH:3][CH:4]=[CH:5][CH:6]=1. The catalyst class is: 5. (7) Reactant: Cl[C:2]1[C:11]2[C:6](=[CH:7][CH:8]=[CH:9][CH:10]=2)[N:5]=[C:4]([C:12]([O:14][CH2:15][CH3:16])=[O:13])[N:3]=1.FC(F)(F)C([O-])=O.[Cl:24][C:25]1[C:29]([Cl:30])=[C:28]([CH3:31])[NH:27][C:26]=1[C:32]([NH:34][CH:35]1[CH2:40][CH2:39][NH2+:38][CH2:37][CH2:36]1)=[O:33].C([O-])([O-])=O.[K+].[K+]. Product: [Cl:24][C:25]1[C:29]([Cl:30])=[C:28]([CH3:31])[NH:27][C:26]=1[C:32]([NH:34][CH:35]1[CH2:40][CH2:39][N:38]([C:2]2[C:11]3[C:6](=[CH:7][CH:8]=[CH:9][CH:10]=3)[N:5]=[C:4]([C:12]([O:14][CH2:15][CH3:16])=[O:13])[N:3]=2)[CH2:37][CH2:36]1)=[O:33]. The catalyst class is: 107.